This data is from Full USPTO retrosynthesis dataset with 1.9M reactions from patents (1976-2016). The task is: Predict the reactants needed to synthesize the given product. Given the product [F:1][C:2]1[CH:18]=[CH:17][C:5]([CH2:6][O:7][C:8]2[N:9]=[CH:10][C:11]([NH2:14])=[CH:12][CH:13]=2)=[CH:4][CH:3]=1, predict the reactants needed to synthesize it. The reactants are: [F:1][C:2]1[CH:18]=[CH:17][C:5]([CH2:6][O:7][C:8]2[CH:13]=[CH:12][C:11]([N+:14]([O-])=O)=[CH:10][N:9]=2)=[CH:4][CH:3]=1.C(OCC)(=O)C.